From a dataset of Forward reaction prediction with 1.9M reactions from USPTO patents (1976-2016). Predict the product of the given reaction. (1) Given the reactants [N:1]([CH:4]([C:6]1[CH:7]=[CH:8][C:9](F)=[N:10][CH:11]=1)[CH3:5])=[N+:2]=[N-:3].[S:13]1[CH:17]=[CH:16][C:15]2[CH:18]=[CH:19][CH:20]=[C:21](C3C=CN=CC=3C(O)C)[C:14]1=2, predict the reaction product. The product is: [N:1]([CH:4]([C:6]1[CH:11]=[N:10][CH:9]=[CH:8][C:7]=1[C:21]1[C:14]2[S:13][CH:17]=[CH:16][C:15]=2[CH:18]=[CH:19][CH:20]=1)[CH3:5])=[N+:2]=[N-:3]. (2) Given the reactants [NH2:1][C:2]1[C:7]([C:8]#[N:9])=[C:6]([NH:10][C@H:11]([C:13]2[N:17]([CH3:18])[C:16]3[C:19](Br)=[C:20]([F:23])[CH:21]=[CH:22][C:15]=3[N:14]=2)[CH3:12])[N:5]=[CH:4][N:3]=1.[N:25]1[CH:30]=[CH:29][CH:28]=[C:27](B(O)O)[CH:26]=1.C(=O)([O-])[O-].[Cs+].[Cs+], predict the reaction product. The product is: [NH2:1][C:2]1[C:7]([C:8]#[N:9])=[C:6]([NH:10][C@H:11]([C:13]2[N:17]([CH3:18])[C:16]3[C:19]([C:27]4[CH:26]=[N:25][CH:30]=[CH:29][CH:28]=4)=[C:20]([F:23])[CH:21]=[CH:22][C:15]=3[N:14]=2)[CH3:12])[N:5]=[CH:4][N:3]=1. (3) The product is: [C:1]1([C:21]([NH2:25])=[O:20])[C:10]2[C:5](=[CH:6][CH:7]=[CH:8][CH:9]=2)[CH:4]=[CH:3][N:2]=1. Given the reactants [CH2:1]1[C:10]2[C:5](=[CH:6][CH:7]=[CH:8][CH:9]=2)[CH2:4][CH:3](C(O)=O)[NH:2]1.ClCCl.ClC([O:20][CH2:21]C(C)C)=O.[NH2:25]C(C1C=CC(C(OC)=O)=CC=1)C, predict the reaction product. (4) Given the reactants [C:1]1([C@H:7]([NH:10][C:11]([C:13]2[CH:14]=[C:15]([C:22]([OH:24])=O)[N:16]3[CH2:21][CH2:20][O:19][CH2:18][C:17]=23)=[O:12])[CH2:8][CH3:9])[CH:6]=[CH:5][CH:4]=[CH:3][CH:2]=1.ON1C2C=CC=CC=2N=N1.Cl.C(N=C=NCCCN(C)C)C.CN[C@@H](C)C(O)=O.Cl.C(N(CC)CC)C.Cl.[CH2:63]([O:65][C:66](=[O:71])[C@@H:67]([NH:69][CH3:70])[CH3:68])[CH3:64], predict the reaction product. The product is: [CH2:63]([O:65][C:66](=[O:71])[C@@H:67]([N:69]([CH3:70])[C:22]([C:15]1[N:16]2[C:17]([CH2:18][O:19][CH2:20][CH2:21]2)=[C:13]([C:11](=[O:12])[NH:10][C@@H:7]([C:1]2[CH:6]=[CH:5][CH:4]=[CH:3][CH:2]=2)[CH2:8][CH3:9])[CH:14]=1)=[O:24])[CH3:68])[CH3:64].